Dataset: Reaction yield outcomes from USPTO patents with 853,638 reactions. Task: Predict the reaction yield, written as a fraction of the theoretical maximum amount of product (1.0 means a 100% yield; for example, 0.34 means a 34% yield). (1) The reactants are Br[C:2]1[CH:3]=[C:4]([CH:25]=[CH:26][N:27]=1)[C:5]([NH:7][C:8]1[S:9][C:10]2[C:16]([N:17]([CH2:19][CH2:20][O:21][CH3:22])[CH3:18])=[CH:15][CH:14]=[C:13]([O:23][CH3:24])[C:11]=2[N:12]=1)=[O:6].[NH:28]1[CH2:33][CH2:32][O:31][CH2:30][CH2:29]1.C(=O)([O-])[O-].[Cs+].[Cs+]. The catalyst is CN1CCCC1=O. The product is [CH3:24][O:23][C:13]1[C:11]2[N:12]=[C:8]([NH:7][C:5](=[O:6])[C:4]3[CH:25]=[CH:26][N:27]=[C:2]([N:28]4[CH2:33][CH2:32][O:31][CH2:30][CH2:29]4)[CH:3]=3)[S:9][C:10]=2[C:16]([N:17]([CH2:19][CH2:20][O:21][CH3:22])[CH3:18])=[CH:15][CH:14]=1. The yield is 0.490. (2) The reactants are C([O:4][C:5]1[CH:10]=[CH:9][C:8]([C:11]2[N:12]=[C:13]([CH2:29][C:30]3[CH:35]=[CH:34][CH:33]=[CH:32][CH:31]=3)[C:14]([NH:17][S:18]([CH2:21][C:22]3[CH:27]=[CH:26][C:25]([OH:28])=[CH:24][CH:23]=3)(=[O:20])=[O:19])=[N:15][CH:16]=2)=[CH:7][CH:6]=1)(=O)C.[OH-].[Na+].Cl. The catalyst is CO. The product is [CH2:29]([C:13]1[C:14]([NH:17][S:18]([CH2:21][C:22]2[CH:23]=[CH:24][C:25]([OH:28])=[CH:26][CH:27]=2)(=[O:20])=[O:19])=[N:15][CH:16]=[C:11]([C:8]2[CH:7]=[CH:6][C:5]([OH:4])=[CH:10][CH:9]=2)[N:12]=1)[C:30]1[CH:35]=[CH:34][CH:33]=[CH:32][CH:31]=1. The yield is 0.452. (3) The reactants are Br[C:2]1[N:6]2[C:7]3[CH:19]=[CH:18][CH:17]=[N:16][C:8]=3[NH:9][C:10]3[CH:15]=[CH:14][CH:13]=[CH:12][C:11]=3[C:5]2=[N:4][C:3]=1[C:20]1[CH:25]=[CH:24][CH:23]=[CH:22][C:21]=1[CH3:26].C(O)C.C(=O)(O)[O-].[Na+].[F:35][C:36]1[CH:41]=[C:40](B2OC(C)(C)C(C)(C)O2)[CH:39]=[CH:38][C:37]=1[C:51]1([NH:55][C:56](=[O:62])[O:57][C:58]([CH3:61])([CH3:60])[CH3:59])[CH2:54][CH2:53][CH2:52]1. The catalyst is C1(C)C=CC=CC=1. The product is [F:35][C:36]1[CH:41]=[C:40]([C:2]2[N:6]3[C:7]4[CH:19]=[CH:18][CH:17]=[N:16][C:8]=4[NH:9][C:10]4[CH:15]=[CH:14][CH:13]=[CH:12][C:11]=4[C:5]3=[N:4][C:3]=2[C:20]2[CH:25]=[CH:24][CH:23]=[CH:22][C:21]=2[CH3:26])[CH:39]=[CH:38][C:37]=1[C:51]1([NH:55][C:56](=[O:62])[O:57][C:58]([CH3:61])([CH3:59])[CH3:60])[CH2:54][CH2:53][CH2:52]1. The yield is 0.400. (4) The reactants are [CH3:1][N:2]1[C:10]2[CH:9]=[C:8]([N:11]3[CH:16]=[CH:15][C:14]([CH2:17][CH2:18][C:19]4[CH:24]=[CH:23][CH:22]=[CH:21][CH:20]=4)=[CH:13][C:12]3=[O:25])[CH:7]=[CH:6][C:5]=2[C:4]2[CH2:26][N:27](C(OC(C)(C)C)=O)[CH2:28][CH2:29][C:3]1=2.[ClH:37]. The catalyst is CO.CCOCC. The product is [ClH:37].[ClH:37].[CH3:1][N:2]1[C:10]2[CH:9]=[C:8]([N:11]3[CH:16]=[CH:15][C:14]([CH2:17][CH2:18][C:19]4[CH:20]=[CH:21][CH:22]=[CH:23][CH:24]=4)=[CH:13][C:12]3=[O:25])[CH:7]=[CH:6][C:5]=2[C:4]2[CH2:26][NH:27][CH2:28][CH2:29][C:3]1=2. The yield is 0.800. (5) The reactants are [OH:1][NH:2][C:3](=[NH:5])[CH3:4].[H-].[Na+].C(O[C:11](=O)[CH2:12][S:13][C:14]1[CH:19]=[CH:18][CH:17]=[CH:16][CH:15]=1)C. The catalyst is C1COCC1.[NH4+].[Cl-]. The product is [CH3:4][C:3]1[N:5]=[C:11]([CH2:12][S:13][C:14]2[CH:19]=[CH:18][CH:17]=[CH:16][CH:15]=2)[O:1][N:2]=1. The yield is 0.460. (6) The reactants are [F:1][C:2]1[CH:7]=[CH:6][C:5]([F:8])=[CH:4][C:3]=1[S:9]([N:12]([C:16]1[CH:21]=[CH:20][CH:19]=[C:18]([C:22]2[C:26](B3OC(C)(C)C(C)(C)O3)=[CH:25][N:24]([CH:36]3[CH2:41][CH2:40][O:39][CH2:38][CH2:37]3)[N:23]=2)[C:17]=1[F:42])[CH2:13][O:14][CH3:15])(=[O:11])=[O:10].Br[C:44]1[CH:49]=[CH:48][N:47]=[C:46]([C:50]#[N:51])[CH:45]=1.C(=O)([O-])[O-].[Cs+].[Cs+]. The catalyst is COCCOC.O. The product is [C:50]([C:46]1[CH:45]=[C:44]([C:26]2[C:22]([C:18]3[C:17]([F:42])=[C:16]([N:12]([CH2:13][O:14][CH3:15])[S:9]([C:3]4[CH:4]=[C:5]([F:8])[CH:6]=[CH:7][C:2]=4[F:1])(=[O:11])=[O:10])[CH:21]=[CH:20][CH:19]=3)=[N:23][N:24]([CH:36]3[CH2:37][CH2:38][O:39][CH2:40][CH2:41]3)[CH:25]=2)[CH:49]=[CH:48][N:47]=1)#[N:51]. The yield is 0.520. (7) The reactants are C(O[C:4](=[O:14])[CH2:5][C:6](=O)[C:7]1[CH:8]=[N:9][CH:10]=[CH:11][CH:12]=1)C.C(O)(=O)C(O)=O.[CH2:21]([NH:23][NH2:24])[CH3:22]. The catalyst is CC(O)=O. The product is [CH2:21]([N:23]1[C:4]([OH:14])=[CH:5][C:6]([C:7]2[CH:8]=[N:9][CH:10]=[CH:11][CH:12]=2)=[N:24]1)[CH3:22]. The yield is 0.225. (8) The yield is 0.900. The reactants are O(CC)[C:2]([S-])=[S:3].[K+].[NH2:8][C:9]1[CH:14]=[C:13]([Br:15])[CH:12]=[CH:11][C:10]=1[OH:16]. The product is [Br:15][C:13]1[CH:12]=[CH:11][C:10]2[O:16][C:2](=[S:3])[NH:8][C:9]=2[CH:14]=1. The catalyst is CCO. (9) The yield is 0.910. The catalyst is C(Cl)Cl. The reactants are [NH:1]1[CH2:6][CH2:5][CH:4]([C:7]#[N:8])[CH2:3][CH2:2]1.O=[CH:10][CH2:11][NH:12][C:13](=[O:19])[O:14][C:15]([CH3:18])([CH3:17])[CH3:16].C(O[BH-](OC(=O)C)OC(=O)C)(=O)C.[Na+]. The product is [C:7]([CH:4]1[CH2:5][CH2:6][N:1]([CH2:10][CH2:11][NH:12][C:13](=[O:19])[O:14][C:15]([CH3:18])([CH3:17])[CH3:16])[CH2:2][CH2:3]1)#[N:8].